The task is: Predict the reaction yield, written as a fraction of the theoretical maximum amount of product (1.0 means a 100% yield; for example, 0.34 means a 34% yield).. This data is from Reaction yield outcomes from USPTO patents with 853,638 reactions. (1) The reactants are Cl[C:2]1[CH:7]=[CH:6][N:5]2[N:8]=[CH:9][C:10]([C:11]([O:13][CH2:14][CH3:15])=[O:12])=[C:4]2[N:3]=1.Cl.Cl.[F:18][C:19]1[CH:20]=[N:21][CH:22]=[C:23]([C@H:25]2[CH2:29][CH2:28][CH2:27][NH:26]2)[CH:24]=1.C(N(C(C)C)CC)(C)C. The catalyst is C(O)(C)C. The product is [F:18][C:19]1[CH:24]=[C:23]([CH:25]2[CH2:29][CH2:28][CH2:27][N:26]2[C:2]2[CH:7]=[CH:6][N:5]3[N:8]=[CH:9][C:10]([C:11]([O:13][CH2:14][CH3:15])=[O:12])=[C:4]3[N:3]=2)[CH:22]=[N:21][CH:20]=1. The yield is 0.686. (2) The reactants are [BH4-].[Na+].[C:3]([O:7][C@@H:8]([C@H:10]1[CH2:14][O:13][C:12](=[O:15])[N:11]1[C:16]1[N:21]=[C:20]([Cl:22])[N:19]=[C:18]([C:23](OC)=[O:24])[CH:17]=1)[CH3:9])([CH3:6])([CH3:5])[CH3:4]. The catalyst is CO. The product is [C:3]([O:7][C@@H:8]([C@H:10]1[CH2:14][O:13][C:12](=[O:15])[N:11]1[C:16]1[CH:17]=[C:18]([CH2:23][OH:24])[N:19]=[C:20]([Cl:22])[N:21]=1)[CH3:9])([CH3:4])([CH3:5])[CH3:6]. The yield is 0.600. (3) The reactants are Cl.[S:2]([N:12]1[C:16]2=[N:17][CH:18]=[C:19]([CH2:21][NH2:22])[N:20]=[C:15]2[CH:14]=[CH:13]1)([C:5]1[CH:11]=[CH:10][C:8]([CH3:9])=[CH:7][CH:6]=1)(=[O:4])=[O:3].[C:23](N1C=CN=C1)(N1C=CN=C1)=[S:24].[NH:35]1[CH2:39][CH2:38][CH:37]([NH:40][C:41](=[O:47])[O:42][C:43]([CH3:46])([CH3:45])[CH3:44])[CH2:36]1.C([O-])(O)=O.[Na+]. The catalyst is C(Cl)Cl. The product is [S:2]([N:12]1[C:16]2=[N:17][CH:18]=[C:19]([CH2:21][NH:22][C:23]([N:35]3[CH2:39][CH2:38][CH:37]([NH:40][C:41](=[O:47])[O:42][C:43]([CH3:44])([CH3:46])[CH3:45])[CH2:36]3)=[S:24])[N:20]=[C:15]2[CH:14]=[CH:13]1)([C:5]1[CH:6]=[CH:7][C:8]([CH3:9])=[CH:10][CH:11]=1)(=[O:3])=[O:4]. The yield is 0.690. (4) The reactants are [F:1][C:2]([F:14])([F:13])[C:3]([C:9]([F:12])([F:11])[F:10])([OH:8])[CH2:4][CH2:5][CH2:6][OH:7].C[Li].[CH2:17]([Li])CCC.[C:22](Cl)(=[O:26])[C:23]([CH3:25])=[CH2:24]. No catalyst specified. The product is [C:22]([O:7][CH2:6][CH:5]([CH3:17])[CH2:4][C:3]([C:9]([F:10])([F:11])[F:12])([OH:8])[C:2]([F:13])([F:14])[F:1])(=[O:26])[C:23]([CH3:25])=[CH2:24]. The yield is 0.760. (5) The reactants are C([Mg]Cl)(C)C.Br[C:7]1[C:8]([O:15][CH3:16])=[N:9][CH:10]=[C:11]([Cl:14])[C:12]=1[CH3:13].ClC1C(C)=C([Mg]Cl)C(OC)=NC=1.[Cu]C#N.[Cl-].[Li+].ClC1C(C)=C([Cu])C(OC)=NC=1.[CH3:45][O:46][C:47]1[C:55]([O:56][CH3:57])=[C:54]([O:58][CH3:59])[CH:53]=[C:52]([CH3:60])[C:48]=1[C:49](O)=[O:50].N1C=CC=CC=1[Cu].O.N. The catalyst is O1CCCC1.S(Cl)(Cl)=O.O. The product is [CH3:45][O:46][C:47]1[C:55]([O:56][CH3:57])=[C:54]([O:58][CH3:59])[CH:53]=[C:52]([CH3:60])[C:48]=1[C:49]([C:7]1[C:8]([O:15][CH3:16])=[N:9][CH:10]=[C:11]([Cl:14])[C:12]=1[CH3:13])=[O:50]. The yield is 0.570. (6) The reactants are CCN(CC)CC.[SH:8][CH2:9][C:10]([OH:12])=[O:11].Cl[C:14]1[CH:19]=[CH:18][C:17]([N+:20]([O-:22])=[O:21])=[CH:16][C:15]=1[N+:23]([O-:25])=[O:24].O. The catalyst is O1CCOCC1. The product is [N+:20]([C:17]1[CH:16]=[C:15]([N+:23]([O-:25])=[O:24])[CH:14]=[CH:19][C:18]=1[S:8][CH2:9][C:10]([OH:12])=[O:11])([O-:22])=[O:21]. The yield is 0.740. (7) The reactants are [CH2:1]([C:4]1[N:8]([CH2:9][C:10]2[CH:15]=CC(C3C=CC=CC=3C3NN=NN=3)=[CH:12][CH:11]=2)[N:7]=[C:6]([C:27]([OH:29])=O)[CH:5]=1)[CH2:2][CH3:3].[CH:30]1[CH:35]=[N:34][C:33]2[N:36](O)[N:37]=[N:38][C:32]=2[CH:31]=1.CCN=C=NCCCN(C)C.N1C(C)=C[CH:54]=[CH:53][C:52]=1[CH3:58].C(Cl)Cl.Cl.[NH2:63][C@H:64]([CH2:69][C:70]1[CH:75]=[CH:74][CH:73]=[CH:72][CH:71]=1)[CH2:65][C:66]([OH:68])=[O:67]. No catalyst specified. The product is [C:70]1([CH2:69][C@@H:64]([NH:63][C:27]([C:6]2[CH:5]=[C:4]([CH2:1][CH2:2][CH3:3])[N:8]([CH2:9][C:10]3[CH:11]=[CH:12][C:30]([C:31]4[CH:54]=[CH:53][CH:52]=[CH:58][C:32]=4[C:33]4[NH:36][N:37]=[N:38][N:34]=4)=[CH:35][CH:15]=3)[N:7]=2)=[O:29])[CH2:65][C:66]([OH:68])=[O:67])[CH:75]=[CH:74][CH:73]=[CH:72][CH:71]=1. The yield is 0.920.